This data is from Peptide-MHC class II binding affinity with 134,281 pairs from IEDB. The task is: Regression. Given a peptide amino acid sequence and an MHC pseudo amino acid sequence, predict their binding affinity value. This is MHC class II binding data. The peptide sequence is ASYASPSLQTLIAVS. The MHC is DRB1_1302 with pseudo-sequence DRB1_1302. The binding affinity (normalized) is 0.354.